This data is from Catalyst prediction with 721,799 reactions and 888 catalyst types from USPTO. The task is: Predict which catalyst facilitates the given reaction. Reactant: [NH2:1][C@@H:2]1[CH2:7][CH2:6][CH2:5][N:4]([C:8]2[N:13]3[N:14]=[CH:15][CH:16]=[C:12]3[N:11]=[C:10]([NH:17][C:18](=[O:29])[C:19]3[CH:24]=[CH:23][C:22]([C:25]([OH:28])([CH3:27])[CH3:26])=[CH:21][CH:20]=3)[CH:9]=2)[CH2:3]1.F[C:31](F)(F)[C:32]([O-])=[O:33].C(Cl)(=O)C.O. Product: [C:32]([NH:1][C@@H:2]1[CH2:7][CH2:6][CH2:5][N:4]([C:8]2[N:13]3[N:14]=[CH:15][CH:16]=[C:12]3[N:11]=[C:10]([NH:17][C:18](=[O:29])[C:19]3[CH:24]=[CH:23][C:22]([C:25]([OH:28])([CH3:26])[CH3:27])=[CH:21][CH:20]=3)[CH:9]=2)[CH2:3]1)(=[O:33])[CH3:31]. The catalyst class is: 17.